Dataset: Forward reaction prediction with 1.9M reactions from USPTO patents (1976-2016). Task: Predict the product of the given reaction. (1) Given the reactants [C:1]([C:9]1[CH:33]=[CH:32][C:12]2[N:13]([CH2:17][CH2:18][O:19][C:20]3[CH:25]=[CH:24][C:23]([CH:26]=[CH:27][C:28]([O:30][CH3:31])=[O:29])=[CH:22][CH:21]=3)[C:14](=[O:16])[S:15][C:11]=2[CH:10]=1)(=[O:8])[C:2]1[CH:7]=[CH:6][CH:5]=[CH:4][CH:3]=1, predict the reaction product. The product is: [C:1]([C:9]1[CH:33]=[CH:32][C:12]2[N:13]([CH2:17][CH2:18][O:19][C:20]3[CH:21]=[CH:22][C:23]([CH2:26][CH2:27][C:28]([O:30][CH3:31])=[O:29])=[CH:24][CH:25]=3)[C:14](=[O:16])[S:15][C:11]=2[CH:10]=1)(=[O:8])[C:2]1[CH:3]=[CH:4][CH:5]=[CH:6][CH:7]=1. (2) Given the reactants [F:1][C:2]1[CH:7]=[C:6]([C:8]2[CH:9]=[C:10]3[C:16](I)=[CH:15][N:14]([S:18]([C:21]4[CH:27]=[CH:26][C:24]([CH3:25])=[CH:23][CH:22]=4)(=[O:20])=[O:19])[C:11]3=[N:12][CH:13]=2)[CH:5]=[CH:4][C:3]=1[C:28]1[CH2:33][CH2:32][N:31]([C:34]([O:36][C:37]([CH3:40])([CH3:39])[CH3:38])=[O:35])[CH2:30][CH:29]=1.[CH2:41]([N:49]1[CH:53]=[C:52](B2OC(C)(C)C(C)(C)O2)[CH:51]=[N:50]1)[CH2:42][C:43]1[CH:48]=[CH:47][CH:46]=[CH:45][CH:44]=1.C(=O)([O-])[O-].[Na+].[Na+], predict the reaction product. The product is: [F:1][C:2]1[CH:7]=[C:6]([C:8]2[CH:9]=[C:10]3[C:16]([C:52]4[CH:51]=[N:50][N:49]([CH2:41][CH2:42][C:43]5[CH:48]=[CH:47][CH:46]=[CH:45][CH:44]=5)[CH:53]=4)=[CH:15][N:14]([S:18]([C:21]4[CH:27]=[CH:26][C:24]([CH3:25])=[CH:23][CH:22]=4)(=[O:20])=[O:19])[C:11]3=[N:12][CH:13]=2)[CH:5]=[CH:4][C:3]=1[C:28]1[CH2:33][CH2:32][N:31]([C:34]([O:36][C:37]([CH3:40])([CH3:39])[CH3:38])=[O:35])[CH2:30][CH:29]=1. (3) Given the reactants [Cl:1][C:2]1[C:11]2[C:6](=[CH:7][C:8]([NH:12]S(C3C=CC(C)=CC=3)(=O)=O)=[CH:9][CH:10]=2)[CH:5]=[CH:4][N:3]=1.[OH-].[Na+].C(=O)([O-])[O-].[K+].[K+], predict the reaction product. The product is: [NH2:12][C:8]1[CH:7]=[C:6]2[C:11](=[CH:10][CH:9]=1)[C:2]([Cl:1])=[N:3][CH:4]=[CH:5]2. (4) Given the reactants [S:1]1[CH:5]=[CH:4][CH:3]=[C:2]1[S:6]([NH:9][C:10]1[CH:11]=[CH:12][CH:13]=[C:14]2[C:18]=1[NH:17][C:16]([C:19]([OH:21])=O)=[CH:15]2)(=[O:8])=[O:7].[N:22]1(O)C2C=CC=CC=2N=N1.Cl.CN(C)CCCN=C=NCC.N.C(O)(=O)CC(CC(O)=O)(C(O)=O)O, predict the reaction product. The product is: [S:1]1[CH:5]=[CH:4][CH:3]=[C:2]1[S:6]([NH:9][C:10]1[CH:11]=[CH:12][CH:13]=[C:14]2[C:18]=1[NH:17][C:16]([C:19]([NH2:22])=[O:21])=[CH:15]2)(=[O:7])=[O:8]. (5) Given the reactants [CH2:1]([N:3]1[C:8]2[CH:9]=[CH:10][C:11]([N+:13]([O-])=O)=[CH:12][C:7]=2[O:6][CH:5]([CH:16]([CH3:18])[CH3:17])[C:4]1=[O:19])[CH3:2].[H][H], predict the reaction product. The product is: [NH2:13][C:11]1[CH:10]=[CH:9][C:8]2[N:3]([CH2:1][CH3:2])[C:4](=[O:19])[CH:5]([CH:16]([CH3:17])[CH3:18])[O:6][C:7]=2[CH:12]=1. (6) Given the reactants [Cl:1][C:2]1[C:3]([O:12][C:13]2[CH:18]=[C:17]([OH:19])[CH:16]=[CH:15][C:14]=2[CH2:20][CH2:21][C:22]([O:24][CH2:25][CH3:26])=[O:23])=[N:4][CH:5]=[C:6]([C:8]([F:11])([F:10])[F:9])[CH:7]=1.[H-].[Na+].Br[CH2:30][CH2:31][CH:32]=[CH2:33].O, predict the reaction product. The product is: [CH2:33]([O:19][C:17]1[CH:16]=[CH:15][C:14]([CH2:20][CH2:21][C:22]([O:24][CH2:25][CH3:26])=[O:23])=[C:13]([O:12][C:3]2[C:2]([Cl:1])=[CH:7][C:6]([C:8]([F:9])([F:11])[F:10])=[CH:5][N:4]=2)[CH:18]=1)[CH2:32][CH:31]=[CH2:30]. (7) Given the reactants FC(F)(F)S(O[C:7]1[C:15]2[C:10](=[CH:11][N:12]=[CH:13][CH:14]=2)[O:9][C:8]=1[C:16]1[N:21]=[CH:20][CH:19]=[CH:18][N:17]=1)(=O)=O.[NH2:24][C:25]1[CH:33]=[CH:32][CH:31]=[C:30]2[C:26]=1[C:27]([Cl:41])=[N:28][N:29]2[C:34]([O:36][C:37]([CH3:40])([CH3:39])[CH3:38])=[O:35].CC1(C)C2C(=C(P(C3C=CC=CC=3)C3C=CC=CC=3)C=CC=2)OC2C(P(C3C=CC=CC=3)C3C=CC=CC=3)=CC=CC1=2.[O-]P([O-])([O-])=O.[K+].[K+].[K+], predict the reaction product. The product is: [Cl:41][C:27]1[C:26]2[C:30](=[CH:31][CH:32]=[CH:33][C:25]=2[NH:24][C:7]2[C:15]3[C:10](=[CH:11][N:12]=[CH:13][CH:14]=3)[O:9][C:8]=2[C:16]2[N:21]=[CH:20][CH:19]=[CH:18][N:17]=2)[N:29]([C:34]([O:36][C:37]([CH3:40])([CH3:39])[CH3:38])=[O:35])[N:28]=1. (8) Given the reactants [Br:1][C:2]1[N:3]=[CH:4][N:5]([C:7]([C:20]2[CH:25]=[CH:24][CH:23]=[CH:22][CH:21]=2)([C:14]2[CH:19]=[CH:18][CH:17]=[CH:16][CH:15]=2)[C:8]2[CH:13]=[CH:12][CH:11]=[CH:10][CH:9]=2)[CH:6]=1.[Li]CCCC.CN([CH:34]=[O:35])C, predict the reaction product. The product is: [Br:1][C:2]1[N:3]=[C:4]([CH:34]=[O:35])[N:5]([C:7]([C:14]2[CH:15]=[CH:16][CH:17]=[CH:18][CH:19]=2)([C:8]2[CH:9]=[CH:10][CH:11]=[CH:12][CH:13]=2)[C:20]2[CH:25]=[CH:24][CH:23]=[CH:22][CH:21]=2)[CH:6]=1. (9) Given the reactants [CH3:1][O:2][C:3]1[CH:26]=[CH:25][CH:24]=[CH:23][C:4]=1[CH2:5][NH:6][C:7]([NH:9][C:10]1[CH:15]=[CH:14][CH:13]=[C:12]([CH2:16][C:17]2([CH3:22])OCC[O:18]2)[CH:11]=1)=[O:8].C(O)(=O)C.C(NC(NC1C=CC=C(CC(=O)C)C=1)=O)C1C=CC=CC=1, predict the reaction product. The product is: [CH3:1][O:2][C:3]1[CH:26]=[CH:25][CH:24]=[CH:23][C:4]=1[CH2:5][NH:6][C:7]([NH:9][C:10]1[CH:15]=[CH:14][CH:13]=[C:12]([CH2:16][C:17](=[O:18])[CH3:22])[CH:11]=1)=[O:8].